This data is from NCI-60 drug combinations with 297,098 pairs across 59 cell lines. The task is: Regression. Given two drug SMILES strings and cell line genomic features, predict the synergy score measuring deviation from expected non-interaction effect. Drug 1: C1=NC2=C(N1)C(=S)N=CN2. Drug 2: COC1=NC(=NC2=C1N=CN2C3C(C(C(O3)CO)O)O)N. Cell line: HCT-15. Synergy scores: CSS=8.07, Synergy_ZIP=-3.48, Synergy_Bliss=-2.98, Synergy_Loewe=-5.29, Synergy_HSA=-0.673.